From a dataset of Full USPTO retrosynthesis dataset with 1.9M reactions from patents (1976-2016). Predict the reactants needed to synthesize the given product. (1) Given the product [Cl:8][C:4]1[CH:5]=[CH:6][CH:7]=[C:2]([Cl:1])[C:3]=1[NH:9][C:10]1[S:11]/[C:12](=[CH:20]\[C:19]2[CH:22]=[CH:23][C:24]([N+:25]([O-:27])=[O:26])=[C:17]([OH:16])[CH:18]=2)/[C:13](=[O:15])[N:14]=1, predict the reactants needed to synthesize it. The reactants are: [Cl:1][C:2]1[CH:7]=[CH:6][CH:5]=[C:4]([Cl:8])[C:3]=1[NH:9][C:10]1[S:11][CH2:12][C:13](=[O:15])[N:14]=1.[OH:16][C:17]1[CH:18]=[C:19]([CH:22]=[CH:23][C:24]=1[N+:25]([O-:27])=[O:26])[CH:20]=O.N1CCCCC1. (2) Given the product [Cl:29][CH2:30][CH2:31][CH2:32][C:33]([NH:21][C:18]1[N:19]=[N:20][C:15]([O:14][CH2:13][C:3]2[C:4]([C:7]3[CH:8]=[CH:9][CH:10]=[CH:11][CH:12]=3)=[N:5][O:6][C:2]=2[CH3:1])=[CH:16][CH:17]=1)=[O:34], predict the reactants needed to synthesize it. The reactants are: [CH3:1][C:2]1[O:6][N:5]=[C:4]([C:7]2[CH:12]=[CH:11][CH:10]=[CH:9][CH:8]=2)[C:3]=1[CH2:13][O:14][C:15]1[N:20]=[N:19][C:18]([NH2:21])=[CH:17][CH:16]=1.C(N(CC)CC)C.[Cl:29][CH2:30][CH2:31][CH2:32][C:33](Cl)=[O:34]. (3) The reactants are: Br[C:2]1[CH:7]=[CH:6][C:5]([Br:8])=[CH:4][N:3]=1.[NH:9]1[CH:13]=[C:12]([C:14]2[CH:15]=[N:16][CH:17]=[CH:18][CH:19]=2)[N:11]=[CH:10]1.O. Given the product [Br:8][C:5]1[CH:6]=[CH:7][C:2]([N:9]2[CH:13]=[C:12]([C:14]3[CH:15]=[N:16][CH:17]=[CH:18][CH:19]=3)[N:11]=[CH:10]2)=[N:3][CH:4]=1, predict the reactants needed to synthesize it. (4) Given the product [Br:1][C:2]1[C:7]([CH:8]=[N:9][S@:10]([C:12]([CH3:13])([CH3:14])[CH3:15])=[O:11])=[N:6][C:5]([S:27][CH3:24])=[N:16][CH:17]=1, predict the reactants needed to synthesize it. The reactants are: [Br:1][C:2]1C=C[C:5]([NH:16][C:17](=O)C)=[N:6][C:7]=1[CH:8]=[N:9][S@:10]([C:12]([CH3:15])([CH3:14])[CH3:13])=[O:11].BrC1C(C=O)=N[C:24]([S:27]C)=NC=1. (5) Given the product [ClH:1].[NH2:20][C@@H:4]1[C:3](=[O:2])[NH:9][C:8]2[CH:10]=[CH:11][CH:12]=[C:13]([C:14]3[CH:15]=[CH:16][CH:17]=[CH:18][CH:19]=3)[C:7]=2[O:6][CH2:5]1, predict the reactants needed to synthesize it. The reactants are: [ClH:1].[O:2]=[C:3]1[NH:9][C:8]2[CH:10]=[CH:11][CH:12]=[C:13]([C:14]3[CH:19]=[CH:18][CH:17]=[CH:16][CH:15]=3)[C:7]=2[O:6][CH2:5][C@@H:4]1[NH:20]C(=O)OC(C)(C)C. (6) Given the product [N:33]([CH2:2][C:3]1[N:4]=[C:5]([C:23]2[CH:28]=[CH:27][C:26]([C:29]([F:32])([F:31])[F:30])=[CH:25][CH:24]=2)[S:6][C:7]=1[CH2:8][O:9][C:10]1[CH:15]=[CH:14][C:13]([C:16]2[NH:20][C:19](=[O:21])[O:18][N:17]=2)=[C:12]([F:22])[CH:11]=1)=[N+:34]=[N-:35], predict the reactants needed to synthesize it. The reactants are: Br[CH2:2][C:3]1[N:4]=[C:5]([C:23]2[CH:28]=[CH:27][C:26]([C:29]([F:32])([F:31])[F:30])=[CH:25][CH:24]=2)[S:6][C:7]=1[CH2:8][O:9][C:10]1[CH:15]=[CH:14][C:13]([C:16]2[NH:20][C:19](=[O:21])[O:18][N:17]=2)=[C:12]([F:22])[CH:11]=1.[N-:33]=[N+:34]=[N-:35].[Na+].